This data is from Forward reaction prediction with 1.9M reactions from USPTO patents (1976-2016). The task is: Predict the product of the given reaction. (1) Given the reactants [F:1][C:2]([F:24])([F:23])[C:3]1[CH:4]=[C:5]([N:13]2[CH2:17][CH2:16][CH:15]([S:18][CH2:19][C:20]([OH:22])=[O:21])[CH2:14]2)[CH:6]=[C:7]([C:9]([F:12])([F:11])[F:10])[CH:8]=1.[OH:25]OS([O-])=O.[K+].S(OOS([O-])(=O)=O)([O-])(=O)=O, predict the reaction product. The product is: [F:24][C:2]([F:1])([F:23])[C:3]1[CH:4]=[C:5]([N:13]2[CH2:17][CH2:16][CH:15]([S:18]([CH2:19][C:20]([OH:22])=[O:21])=[O:25])[CH2:14]2)[CH:6]=[C:7]([C:9]([F:11])([F:10])[F:12])[CH:8]=1. (2) Given the reactants [Br:1][C:2]1[CH:7]=[C:6]([C:8]([F:11])([F:10])[F:9])[CH:5]=[CH:4][C:3]=1/[CH:12]=[CH:13]/C(O)=O.FC(F)(F)OC1C=CC(/C=C/[C:28]([N:30]=[N+]=[N-])=[O:29])=CC=1, predict the reaction product. The product is: [Br:1][C:2]1[CH:7]=[C:6]([C:8]([F:9])([F:10])[F:11])[CH:5]=[C:4]2[C:3]=1[CH:12]=[CH:13][NH:30][C:28]2=[O:29]. (3) The product is: [CH3:13][N:15]([CH3:16])[C:1](=[O:12])/[CH:2]=[C:3](\[CH3:4])/[CH2:5][CH2:6][CH:7]=[C:8]([CH3:10])[CH3:9]. Given the reactants [C:1]([OH:12])(=O)/[CH:2]=[C:3](/[CH2:5][CH2:6][CH:7]=[C:8]([CH3:10])[CH3:9])\[CH3:4].[CH2:13]([N:15](CC)[CH2:16]C)C.Cl.CNC.C1C=CC(P(N=[N+]=[N-])(C2C=CC=CC=2)=O)=CC=1, predict the reaction product. (4) Given the reactants [CH3:1][O:2][C:3]1[CH:4]=[C:5]2[C:10](=[CH:11][CH:12]=1)[CH:9]=[C:8](B(O)O)[CH:7]=[CH:6]2.Br[C:17]1[CH:18]=[N:19][CH:20]=[C:21]([O:23][CH2:24][CH2:25][OH:26])[CH:22]=1.O.O.O.O.O.O.O.O.[OH-].[Ba+2].[OH-], predict the reaction product. The product is: [CH3:1][O:2][C:3]1[CH:4]=[C:5]2[C:10](=[CH:11][CH:12]=1)[CH:9]=[C:8]([C:17]1[CH:18]=[N:19][CH:20]=[C:21]([O:23][CH2:24][CH2:25][OH:26])[CH:22]=1)[CH:7]=[CH:6]2. (5) The product is: [Cl:19][C:18]1[C:17]2[C:12](=[CH:13][CH:14]=[CH:15][CH:16]=2)[N:11]=[CH:10][C:9]=1[NH:8][C:24](=[O:25])[CH2:23][O:22][CH2:20][CH3:21]. Given the reactants C(N(CC)CC)C.[NH2:8][C:9]1[CH:10]=[N:11][C:12]2[C:17]([C:18]=1[Cl:19])=[CH:16][CH:15]=[CH:14][CH:13]=2.[CH2:20]([O:22][CH2:23][C:24](Cl)=[O:25])[CH3:21].C(=O)(O)[O-].[Na+], predict the reaction product. (6) Given the reactants C(N1C2C=C(C(O)=O)C=CC=2N=C1)C(C)C.[CH:17]1([CH2:23][N:24]2[C:28]3[CH:29]=[C:30]([C:33]([O:35]C)=[O:34])[CH:31]=[CH:32][C:27]=3[N:26]=[CH:25]2)[CH2:22][CH2:21][CH2:20][CH2:19][CH2:18]1, predict the reaction product. The product is: [CH:17]1([CH2:23][N:24]2[C:28]3[CH:29]=[C:30]([C:33]([OH:35])=[O:34])[CH:31]=[CH:32][C:27]=3[N:26]=[CH:25]2)[CH2:18][CH2:19][CH2:20][CH2:21][CH2:22]1. (7) Given the reactants [OH-:1].C([N+](C)(C)C)[C:3]1[CH:8]=[CH:7]C=CC=1.[S:13]1[C:17]2[CH:18]=[CH:19][C:20]([CH2:22][CH2:23][OH:24])=[CH:21][C:16]=2[CH:15]=[CH:14]1.[C:25](#N)[CH:26]=[CH2:27].Cl.S(=O)(=O)(O)O.[OH2:35], predict the reaction product. The product is: [S:13]1[C:17]2[CH:18]=[CH:19][C:20]([CH2:22][CH2:23][O:24][CH2:27][CH2:26][C:25]([O:35][CH2:7][CH2:8][CH3:3])=[O:1])=[CH:21][C:16]=2[CH:15]=[CH:14]1. (8) Given the reactants [CH3:1][N:2]1[C@:6]2([CH2:18][C:9]3=[N:10][CH:11]=[C:12]([C:14]([O:16]C)=[O:15])[CH:13]=[C:8]3[CH2:7]2)[C:5](=[O:19])[NH:4][C:3]1=[O:20].[OH-].[Li+].Cl, predict the reaction product. The product is: [CH3:1][N:2]1[C@:6]2([CH2:18][C:9]3=[N:10][CH:11]=[C:12]([C:14]([OH:16])=[O:15])[CH:13]=[C:8]3[CH2:7]2)[C:5](=[O:19])[NH:4][C:3]1=[O:20]. (9) Given the reactants Cl[C:2]1[N:12]=[CH:11][CH:10]=[CH:9][C:3]=1[C:4]([O:6][CH2:7]C)=[O:5].C[O-].[Na+].CC1C=CC=C[C:18]=1[O:23]C.C(Cl)(=O)C.[Cl-].[Al+3].[Cl-].[Cl-].Cl, predict the reaction product. The product is: [CH3:18][O:23][C:2]1[N:12]=[CH:11][CH:10]=[CH:9][C:3]=1[C:4]([O:6][CH3:7])=[O:5]. (10) Given the reactants [OH2:1].[OH-].[Li+].[Br:4][C:5]1[CH:6]=[C:7]2[C:12](=[CH:13][CH:14]=1)[C:10](=[O:11])[O:9][CH2:8]2, predict the reaction product. The product is: [Br:4][C:5]1[CH:14]=[CH:13][C:12]([CH2:10][OH:11])=[C:7]([CH:6]=1)[C:8]([OH:1])=[O:9].